Task: Predict the reaction yield, written as a fraction of the theoretical maximum amount of product (1.0 means a 100% yield; for example, 0.34 means a 34% yield).. Dataset: Reaction yield outcomes from USPTO patents with 853,638 reactions (1) The reactants are Cl[C:2]([O:4][CH2:5][C:6]1[CH:11]=[CH:10][CH:9]=[CH:8][CH:7]=1)=[O:3].[OH:12][C@H:13]1[CH2:17][NH:16][C@H:15]([C:18]([OH:20])=[O:19])[CH2:14]1.C([O-])(O)=O.[Na+].O. The catalyst is CCOCC. The product is [CH2:5]([O:4][C:2]([N:16]1[CH2:17][C@H:13]([OH:12])[CH2:14][C@H:15]1[C:18]([OH:20])=[O:19])=[O:3])[C:6]1[CH:11]=[CH:10][CH:9]=[CH:8][CH:7]=1. The yield is 0.780. (2) The reactants are [Cl:1][C:2]1[CH:7]=[CH:6][C:5]([C:8]2([C:13]3[CH:14]=[C:15]4[C:20](=[CH:21][CH:22]=3)[N:19]=[CH:18][CH:17]=[C:16]4[CH2:23][CH2:24][C:25]3[CH:30]=[CH:29][CH:28]=[C:27]([Cl:31])[CH:26]=3)OCC[O:9]2)=[CH:4][CH:3]=1.[Cl:32][C:33]1[CH:34]=[C:35]([CH2:39][CH:40]([C:49]2[C:58]3[C:53](=[CH:54][CH:55]=[C:56]([C:59]4([C:64]5[CH:69]=[CH:68][C:67]([Cl:70])=[CH:66][CH:65]=5)OCC[O:60]4)[CH:57]=3)[N:52]=[CH:51][CH:50]=2)[CH2:41][C:42]2[CH:47]=[CH:46][CH:45]=[C:44]([Cl:48])[CH:43]=2)[CH:36]=[CH:37][CH:38]=1.[NH4+].[OH-]. The catalyst is Cl.CO. The product is [Cl:1][C:2]1[CH:7]=[CH:6][C:5]([C:8]([C:13]2[CH:14]=[C:15]3[C:20](=[CH:21][CH:22]=2)[N:19]=[CH:18][CH:17]=[C:16]3[CH2:23][CH2:24][C:25]2[CH:30]=[CH:29][CH:28]=[C:27]([Cl:31])[CH:26]=2)=[O:9])=[CH:4][CH:3]=1.[Cl:70][C:67]1[CH:68]=[CH:69][C:64]([C:59]([C:56]2[CH:57]=[C:58]3[C:53](=[CH:54][CH:55]=2)[N:52]=[CH:51][CH:50]=[C:49]3[CH:40]([CH2:41][C:42]2[CH:47]=[CH:46][CH:45]=[C:44]([Cl:48])[CH:43]=2)[CH2:39][C:35]2[CH:36]=[CH:37][CH:38]=[C:33]([Cl:32])[CH:34]=2)=[O:60])=[CH:65][CH:66]=1. The yield is 0.340. (3) The reactants are [Cl:1][C:2]1[N:10]=[CH:9][C:8]([F:11])=[CH:7][C:3]=1[C:4](O)=O.C(Cl)(C(Cl)=O)=O.ClC1N=N[N:22]=C(Cl)C=1Cl. The catalyst is C(Cl)Cl.CN(C=O)C.C(OCC)C. The product is [Cl:1][C:2]1[N:10]=[CH:9][C:8]([F:11])=[CH:7][C:3]=1[C:4]#[N:22]. The yield is 1.00. (4) The reactants are [C:1]([O:5][C:6](=[O:16])[NH:7][CH2:8][C:9]1[CH:10]=[N:11][C:12]([Cl:15])=[CH:13][CH:14]=1)([CH3:4])([CH3:3])[CH3:2].C([Li])(C)(C)C.[B:22](OC(C)C)([O:27]C(C)C)[O:23]C(C)C. The yield is 0.970. The product is [C:1]([O:5][C:6]([NH:7][CH2:8][C:9]1[C:14]([B:22]([OH:27])[OH:23])=[CH:13][C:12]([Cl:15])=[N:11][CH:10]=1)=[O:16])([CH3:4])([CH3:2])[CH3:3]. The catalyst is O1CCCC1. (5) The yield is 0.550. The product is [C:1]([C:4]1[CH:5]=[N:6][N:7]([C:16]([O:18][C:19]([CH3:22])([CH3:21])[CH3:20])=[O:17])[C:8]=1[C:9]1[CH:14]=[CH:13][C:12]([F:15])=[CH:11][CH:10]=1)(=[S:32])[NH2:2]. The catalyst is C1COCC1. The reactants are [C:1]([C:4]1[CH:5]=[N:6][N:7]([C:16]([O:18][C:19]([CH3:22])([CH3:21])[CH3:20])=[O:17])[C:8]=1[C:9]1[CH:14]=[CH:13][C:12]([F:15])=[CH:11][CH:10]=1)(=O)[NH2:2].COC1C=CC(P2(SP(C3C=CC(OC)=CC=3)(=S)S2)=[S:32])=CC=1.